From a dataset of Forward reaction prediction with 1.9M reactions from USPTO patents (1976-2016). Predict the product of the given reaction. Given the reactants [CH3:1][O:2][C:3]1[CH:4]=[C:5]([C:11]2[C:12]([CH3:33])([CH3:32])[C:13](=[O:31])[N:14]([CH:16]3[CH2:21][CH2:20][N:19]([C:22]([C:24]4[CH:29]=[CH:28][CH:27]=[C:26]([OH:30])[CH:25]=4)=[O:23])[CH2:18][CH2:17]3)[N:15]=2)[CH:6]=[CH:7][C:8]=1[O:9][CH3:10].C(=O)([O-])[O-].[K+].[K+].[F:40][C:41]([F:45])([F:44])[CH2:42]I, predict the reaction product. The product is: [CH3:1][O:2][C:3]1[CH:4]=[C:5]([C:11]2[C:12]([CH3:33])([CH3:32])[C:13](=[O:31])[N:14]([CH:16]3[CH2:21][CH2:20][N:19]([C:22]([C:24]4[CH:29]=[CH:28][CH:27]=[C:26]([O:30][CH2:42][C:41]([F:45])([F:44])[F:40])[CH:25]=4)=[O:23])[CH2:18][CH2:17]3)[N:15]=2)[CH:6]=[CH:7][C:8]=1[O:9][CH3:10].